Dataset: Full USPTO retrosynthesis dataset with 1.9M reactions from patents (1976-2016). Task: Predict the reactants needed to synthesize the given product. (1) Given the product [F:1][C:2]1[CH:7]=[CH:6][C:5]([F:8])=[CH:4][C:3]=1[C@H:9]1[CH2:13][CH2:12][CH2:11][N:10]1[C:14]1[CH:19]=[CH:18][N:17]2[N:20]=[CH:21][C:22]([NH:23][C:32]([NH:31][C:28]3[CH:29]=[CH:30][C:25]([F:24])=[CH:26][CH:27]=3)=[O:33])=[C:16]2[N:15]=1, predict the reactants needed to synthesize it. The reactants are: [F:1][C:2]1[CH:7]=[CH:6][C:5]([F:8])=[CH:4][C:3]=1[C@H:9]1[CH2:13][CH2:12][CH2:11][N:10]1[C:14]1[CH:19]=[CH:18][N:17]2[N:20]=[CH:21][C:22]([NH2:23])=[C:16]2[N:15]=1.[F:24][C:25]1[CH:30]=[CH:29][C:28]([N:31]=[C:32]=[O:33])=[CH:27][CH:26]=1.CCN(C(C)C)C(C)C. (2) Given the product [O:1]=[C:2]1[C:10](=[C:11]2[C:19]3[C:14](=[CH:15][C:16]([CH2:20][CH2:21][CH2:22][N:24]4[CH2:32][CH2:31][CH:27]([C:28]([OH:30])=[O:29])[CH2:26][CH2:25]4)=[CH:17][CH:18]=3)[CH2:13][O:12]2)[C:9]2[C:4](=[CH:5][CH:6]=[CH:7][CH:8]=2)[NH:3]1, predict the reactants needed to synthesize it. The reactants are: [O:1]=[C:2]1[C:10](=[C:11]2[C:19]3[C:14](=[CH:15][C:16]([CH2:20][CH2:21][CH:22]=O)=[CH:17][CH:18]=3)[CH2:13][O:12]2)[C:9]2[C:4](=[CH:5][CH:6]=[CH:7][CH:8]=2)[NH:3]1.[NH:24]1[CH2:32][CH2:31][CH:27]([C:28]([OH:30])=[O:29])[CH2:26][CH2:25]1.C([BH3-])#N.[Na+].C([O-])(O)=O.[Na+].